From a dataset of Peptide-MHC class II binding affinity with 134,281 pairs from IEDB. Regression. Given a peptide amino acid sequence and an MHC pseudo amino acid sequence, predict their binding affinity value. This is MHC class II binding data. The peptide sequence is DVKFPGGGQINGGVY. The MHC is HLA-DQA10501-DQB10301 with pseudo-sequence HLA-DQA10501-DQB10301. The binding affinity (normalized) is 0.627.